Dataset: Peptide-MHC class I binding affinity with 185,985 pairs from IEDB/IMGT. Task: Regression. Given a peptide amino acid sequence and an MHC pseudo amino acid sequence, predict their binding affinity value. This is MHC class I binding data. (1) The peptide sequence is CSDDGFWSK. The MHC is HLA-A02:01 with pseudo-sequence HLA-A02:01. The binding affinity (normalized) is 0.0847. (2) The peptide sequence is RPAGARAAF. The MHC is HLA-A01:01 with pseudo-sequence HLA-A01:01. The binding affinity (normalized) is 0.0847. (3) The binding affinity (normalized) is 0.455. The MHC is HLA-B40:01 with pseudo-sequence HLA-B40:01. The peptide sequence is EHAGVISVL.